Predict which catalyst facilitates the given reaction. From a dataset of Catalyst prediction with 721,799 reactions and 888 catalyst types from USPTO. (1) Reactant: [C:1](#[N:3])[CH3:2].[C:4]([O:8][C:9]([NH:11][C:12]1[C:17]([C:18]([O:20]C)=O)=[CH:16][C:15]([F:22])=[N:14][CH:13]=1)=[O:10])([CH3:7])([CH3:6])[CH3:5]. Product: [F:22][C:15]1[N:14]=[CH:13][C:12]([NH:11][C:9](=[O:10])[O:8][C:4]([CH3:5])([CH3:6])[CH3:7])=[C:17]([C:18](=[O:20])[CH2:2][C:1]#[N:3])[CH:16]=1. The catalyst class is: 7. (2) Reactant: [CH3:1][O:2][C:3]1[CH:4]=[C:5]([CH:7]=[C:8]([O:12][CH3:13])[C:9]=1[O:10][CH3:11])[NH2:6].Cl.N1C=CC=CC=1.Cl[N:22]1[CH:27]=[C:26]([C:28]#[N:29])[CH:25]=[C:24]2[S:30][CH:31]([I:33])[CH:32]=[C:23]12.C(=O)(O)[O-].[Na+]. Product: [I:33][C:31]1[S:30][C:24]2[C:23](=[N:22][CH:27]=[C:26]([C:28]#[N:29])[C:25]=2[NH:6][C:5]2[CH:7]=[C:8]([O:12][CH3:13])[C:9]([O:10][CH3:11])=[C:3]([O:2][CH3:1])[CH:4]=2)[CH:32]=1. The catalyst class is: 486. (3) Reactant: [H-].[Na+].[C:3]([C:5]1([OH:10])[CH2:9][CH2:8][CH2:7][CH2:6]1)#[CH:4].Br[CH2:12][C:13]([O:15][CH3:16])=[O:14].Cl. Product: [CH3:16][O:15][C:13](=[O:14])[CH2:12][O:10][C:5]1([C:3]#[CH:4])[CH2:9][CH2:8][CH2:7][CH2:6]1. The catalyst class is: 54. (4) The catalyst class is: 4. Reactant: [Cl:1][C:2]1[CH:7]=[CH:6][C:5]([CH2:8][N:9]2[CH2:14][CH2:13][N:12](C(OC(C)(C)C)=O)[CH2:11][CH2:10]2)=[C:4]([C:22]([N:24]2[CH2:29][CH2:28][O:27][CH2:26][CH2:25]2)=[O:23])[CH:3]=1.FC(F)(F)C(O)=O. Product: [Cl:1][C:2]1[CH:7]=[CH:6][C:5]([CH2:8][N:9]2[CH2:10][CH2:11][NH:12][CH2:13][CH2:14]2)=[C:4]([C:22]([N:24]2[CH2:25][CH2:26][O:27][CH2:28][CH2:29]2)=[O:23])[CH:3]=1. (5) Reactant: C(Cl)(=O)C(Cl)=O.[Cl:7][C:8]1[N:13]=[C:12]([C:14]2[CH:19]=[CH:18][CH:17]=[CH:16][CH:15]=2)[N:11]=[C:10]([C:20]([OH:22])=O)[CH:9]=1.CCN(CC)CC.[CH2:30]([O:32][C:33]([N:35]1[CH2:40][CH2:39][N:38]([C:41](=[O:53])[C@@H:42]([NH2:52])[CH2:43][CH2:44][C:45]([O:47][C:48]([CH3:51])([CH3:50])[CH3:49])=[O:46])[CH2:37][CH2:36]1)=[O:34])[CH3:31]. Product: [CH2:30]([O:32][C:33]([N:35]1[CH2:36][CH2:37][N:38]([C:41](=[O:53])[C@@H:42]([NH:52][C:20]([C:10]2[CH:9]=[C:8]([Cl:7])[N:13]=[C:12]([C:14]3[CH:15]=[CH:16][CH:17]=[CH:18][CH:19]=3)[N:11]=2)=[O:22])[CH2:43][CH2:44][C:45]([O:47][C:48]([CH3:50])([CH3:49])[CH3:51])=[O:46])[CH2:39][CH2:40]1)=[O:34])[CH3:31]. The catalyst class is: 47. (6) Reactant: [C:1]12([CH2:11][O:12][C:13]3[C:21]([Cl:22])=[CH:20][C:16]([C:17]([OH:19])=[O:18])=[CH:15][N:14]=3)[CH2:10][CH:5]3[CH2:6][CH:7]([CH2:9][CH:3]([CH2:4]3)[CH2:2]1)[CH2:8]2.[CH3:23]N(C)CCCN=C=NCC.C(N(CC)CC)C.CO. Product: [C:1]12([CH2:11][O:12][C:13]3[C:21]([Cl:22])=[CH:20][C:16]([C:17]([O:19][CH3:23])=[O:18])=[CH:15][N:14]=3)[CH2:8][CH:7]3[CH2:6][CH:5]([CH2:4][CH:3]([CH2:9]3)[CH2:2]1)[CH2:10]2. The catalyst class is: 2. (7) Reactant: Cl.[F:2][C:3]1[CH:4]=[C:5]([C:9]2([NH2:15])[CH2:14][CH2:13][CH2:12][CH2:11][CH2:10]2)[CH:6]=[CH:7][CH:8]=1.Cl[C:17]1[N:22]=[CH:21][C:20]([C:23]([O:25][CH2:26][CH3:27])=[O:24])=[CH:19][N:18]=1.CCN(C(C)C)C(C)C. Product: [F:2][C:3]1[CH:4]=[C:5]([C:9]2([NH:15][C:17]3[N:18]=[CH:19][C:20]([C:23]([O:25][CH2:26][CH3:27])=[O:24])=[CH:21][N:22]=3)[CH2:14][CH2:13][CH2:12][CH2:11][CH2:10]2)[CH:6]=[CH:7][CH:8]=1. The catalyst class is: 12.